This data is from Catalyst prediction with 721,799 reactions and 888 catalyst types from USPTO. The task is: Predict which catalyst facilitates the given reaction. Reactant: [F:1][C:2]1[CH:10]=[CH:9][C:5]([C:6]([O-:8])=[O:7])=[CH:4][C:3]=1[NH2:11].N1C=CC=[CH:14][CH:13]=1.Cl[C:19]([O:21][CH2:22][CH:23]=[CH2:24])=[O:20]. Product: [F:1][C:2]1[CH:10]=[CH:9][C:5]([C:6]([O:8][CH2:13][CH3:14])=[O:7])=[CH:4][C:3]=1[NH:11][C:19]([O:21][CH2:22][CH:23]=[CH2:24])=[O:20]. The catalyst class is: 1.